Dataset: Forward reaction prediction with 1.9M reactions from USPTO patents (1976-2016). Task: Predict the product of the given reaction. (1) Given the reactants Cl.[NH2:2][C@H:3]1[CH2:8][CH2:7][CH2:6][CH2:5][C@@H:4]1[OH:9].C(N(CC)CC)C.[C:17](O[C:17]([O:19][C:20]([CH3:23])([CH3:22])[CH3:21])=[O:18])([O:19][C:20]([CH3:23])([CH3:22])[CH3:21])=[O:18], predict the reaction product. The product is: [OH:9][C@H:4]1[CH2:5][CH2:6][CH2:7][CH2:8][C@@H:3]1[NH:2][C:17](=[O:18])[O:19][C:20]([CH3:23])([CH3:22])[CH3:21]. (2) Given the reactants [N:1]([CH2:4][CH2:5][CH2:6][C:7]1([C:23]2[CH:28]=[CH:27][CH:26]=[CH:25][CH:24]=2)[N:11]([C:12](=[S:14])[NH2:13])[N:10]=[C:9]([C:15]2[CH:20]=[C:19]([F:21])[CH:18]=[CH:17][C:16]=2[F:22])[S:8]1)=[N+:2]=[N-:3].Br[CH:30]1[C:35](=O)[CH2:34][CH2:33][N:32]([C:37]([O:39][C:40]([CH3:43])([CH3:42])[CH3:41])=[O:38])[CH2:31]1.CCN(C(C)C)C(C)C, predict the reaction product. The product is: [N:1]([CH2:4][CH2:5][CH2:6][C:7]1([C:23]2[CH:28]=[CH:27][CH:26]=[CH:25][CH:24]=2)[N:11]([C:12]2[S:14][C:30]3[CH2:31][N:32]([C:37]([O:39][C:40]([CH3:43])([CH3:42])[CH3:41])=[O:38])[CH2:33][CH2:34][C:35]=3[N:13]=2)[N:10]=[C:9]([C:15]2[CH:20]=[C:19]([F:21])[CH:18]=[CH:17][C:16]=2[F:22])[S:8]1)=[N+:2]=[N-:3]. (3) Given the reactants [NH2:1][CH2:2][CH2:3][C:4]1[CH:9]=[CH:8][C:7]([S:10]([C:13]2[CH:14]=[CH:15][C:16]([OH:25])=[C:17]([CH2:19][C:20]([O:22][CH2:23][CH3:24])=[O:21])[CH:18]=2)(=[O:12])=[O:11])=[CH:6][CH:5]=1.[CH:26](=O)[C:27]1[CH:32]=[CH:31][CH:30]=[CH:29][CH:28]=1, predict the reaction product. The product is: [CH2:26]([NH:1][CH2:2][CH2:3][C:4]1[CH:9]=[CH:8][C:7]([S:10]([C:13]2[CH:14]=[CH:15][C:16]([OH:25])=[C:17]([CH2:19][C:20]([O:22][CH2:23][CH3:24])=[O:21])[CH:18]=2)(=[O:12])=[O:11])=[CH:6][CH:5]=1)[C:27]1[CH:32]=[CH:31][CH:30]=[CH:29][CH:28]=1. (4) Given the reactants [CH3:1][C:2]1[CH:3]=[C:4]([CH:17]=[CH:18][CH:19]=1)[CH2:5][C:6]1[NH:7][C:8](=[O:16])[C:9]([C:14]#[N:15])=[C:10](SC)[N:11]=1.[CH:20]1([NH2:25])[CH2:24][CH2:23][CH2:22][CH2:21]1, predict the reaction product. The product is: [CH:20]1([NH:25][C:10]2[N:11]=[C:6]([CH2:5][C:4]3[CH:17]=[CH:18][CH:19]=[C:2]([CH3:1])[CH:3]=3)[NH:7][C:8](=[O:16])[C:9]=2[C:14]#[N:15])[CH2:24][CH2:23][CH2:22][CH2:21]1. (5) The product is: [CH3:1][S:2]([C:3]1[C:4]2[CH:27]=[CH:26][NH:25][C:5]=2[N:6]=[C:7]([NH:9][C:10]2[CH:11]=[CH:12][C:13]([N:16]3[CH2:21][CH2:20][N:19]([C:22](=[O:24])[CH3:23])[CH2:18][CH2:17]3)=[CH:14][CH:15]=2)[N:8]=1)=[O:36]. Given the reactants [CH3:1][S:2][C:3]1[C:4]2[CH:27]=[CH:26][NH:25][C:5]=2[N:6]=[C:7]([NH:9][C:10]2[CH:15]=[CH:14][C:13]([N:16]3[CH2:21][CH2:20][N:19]([C:22](=[O:24])[CH3:23])[CH2:18][CH2:17]3)=[CH:12][CH:11]=2)[N:8]=1.C1C=C(Cl)C=C(C(OO)=[O:36])C=1, predict the reaction product. (6) The product is: [CH3:29][N:21]1[C:22]2[C:27](=[C:26]([CH3:28])[CH:25]=[CH:24][CH:23]=2)[CH:19]([CH2:18][N:11]2[C:12]3[CH:17]=[CH:16][CH:15]=[CH:14][C:13]=3[N:9]([CH:5]([CH2:6][O:7][CH3:8])[C:4]([CH3:31])([CH3:32])[C:3]([OH:33])=[O:2])[C:10]2=[O:30])[CH2:20]1. Given the reactants C[O:2][C:3](=[O:33])[C:4]([CH3:32])([CH3:31])[CH:5]([N:9]1[C:13]2[CH:14]=[CH:15][CH:16]=[CH:17][C:12]=2[N:11]([CH2:18][CH:19]2[C:27]3[C:22](=[CH:23][CH:24]=[CH:25][C:26]=3[CH3:28])[N:21]([CH3:29])[CH2:20]2)[C:10]1=[O:30])[CH2:6][O:7][CH3:8], predict the reaction product. (7) Given the reactants [OH:1][C:2]1[CH:7]=[CH:6][C:5]([CH:8]2[CH2:21][C:20]3[C:11](=[CH:12][C:13]4[O:14][C:15](=[O:22])[CH2:16][CH2:17][C:18]=4[CH:19]=3)[CH:10]3[CH2:23][CH2:24][CH2:25][CH2:26][CH:9]23)=[CH:4][CH:3]=1.[CH3:27][NH2:28], predict the reaction product. The product is: [OH:14][C:13]1[C:18]([CH2:17][CH2:16][C:15]([NH:28][CH3:27])=[O:22])=[CH:19][C:20]2[CH2:21][CH:8]([C:5]3[CH:4]=[CH:3][C:2]([OH:1])=[CH:7][CH:6]=3)[CH:9]3[CH:10]([C:11]=2[CH:12]=1)[CH2:23][CH2:24][CH2:25][CH2:26]3. (8) Given the reactants [H-].[Na+].[Br:3][C:4]1[NH:5][C:6]([Br:10])=[C:7]([Br:9])[N:8]=1.[CH3:11][Si:12]([CH2:15][CH2:16][O:17][CH2:18]Cl)([CH3:14])[CH3:13], predict the reaction product. The product is: [Br:3][C:4]1[N:5]([CH2:18][O:17][CH2:16][CH2:15][Si:12]([CH3:14])([CH3:13])[CH3:11])[C:6]([Br:10])=[C:7]([Br:9])[N:8]=1. (9) Given the reactants C=C.[CH2:3]1[CH:7]2[C@@H:8]3[CH:12]=[CH:11][C@H:10]([CH:6]2[CH:5]=[CH:4]1)[CH2:9]3, predict the reaction product. The product is: [CH2:3]=[CH2:4].[CH2:3]1[CH:7]2[CH:8]3[CH:12]=[CH:11][CH:10]([CH:6]2[CH:5]=[CH:4]1)[CH2:9]3. (10) Given the reactants Br[C:2]1[N:6]2[CH:7]=[CH:8][C:9]([N:11](C(OC(C)(C)C)=O)C(OC(C)(C)C)=O)=[N:10][C:5]2=[N:4][CH:3]=1.[SH:26][C:27]1[CH:41]=[CH:40][C:30]2[N:31]=[C:32]([NH:34][C:35]([CH:37]3[CH2:39][CH2:38]3)=[O:36])[S:33][C:29]=2[CH:28]=1.C(=O)([O-])[O-].[K+].[K+], predict the reaction product. The product is: [NH2:11][C:9]1[CH:8]=[CH:7][N:6]2[C:2]([S:26][C:27]3[CH:41]=[CH:40][C:30]4[N:31]=[C:32]([NH:34][C:35]([CH:37]5[CH2:38][CH2:39]5)=[O:36])[S:33][C:29]=4[CH:28]=3)=[CH:3][N:4]=[C:5]2[N:10]=1.